From a dataset of Full USPTO retrosynthesis dataset with 1.9M reactions from patents (1976-2016). Predict the reactants needed to synthesize the given product. (1) Given the product [O-:3][P:1]([O-:5])([O-:4])=[O:2].[O-:10][P:8]([O-:12])([O-:11])=[O:9].[Ca+2:17].[Ca+2:17].[Ca+2:17], predict the reactants needed to synthesize it. The reactants are: [P:1]([O-:5])([O-:4])([OH:3])=[O:2].[NH4+].[NH4+].[P:8]([O-:12])([O-:11])([O-:10])=[O:9].C(=O)([O-])[O-].[Ca+2:17].[Ca].C([O-])([O-])=O.[Na+].[Na+].[Na]. (2) Given the product [C@H:11]1([NH:10][C:7]2[O:8][CH2:9][C:4]3[CH:3]=[C:2](/[CH:22]=[CH:23]/[C:24]4[CH:29]=[CH:28][CH:27]=[CH:26][CH:25]=4)[CH:21]=[CH:20][C:5]=3[N:6]=2)[C:19]2[C:14](=[CH:15][CH:16]=[CH:17][CH:18]=2)[CH2:13][CH2:12]1, predict the reactants needed to synthesize it. The reactants are: Br[C:2]1[CH:21]=[CH:20][C:5]2[N:6]=[C:7]([NH:10][C@H:11]3[C:19]4[C:14](=[CH:15][CH:16]=[CH:17][CH:18]=4)[CH2:13][CH2:12]3)[O:8][CH2:9][C:4]=2[CH:3]=1.[CH2:22]=[CH:23][C:24]1[CH:29]=[CH:28][CH:27]=[CH:26][CH:25]=1.C1(C)C=CC=CC=1P(C1C=CC=CC=1C)C1C=CC=CC=1C.C(N(CC)CC)C. (3) Given the product [CH:24]([C:23]([C:11]1[C:2]([OH:1])=[CH:3][C:4]2[C:5]([CH3:15])([CH3:14])[CH2:6][CH2:7][C:8]([CH3:13])([CH3:12])[C:9]=2[CH:10]=1)=[O:27])([CH3:26])[CH3:25], predict the reactants needed to synthesize it. The reactants are: [OH:1][C:2]1[CH:11]=[CH:10][C:9]2[C:8]([CH3:13])([CH3:12])[CH2:7][CH2:6][C:5]([CH3:15])([CH3:14])[C:4]=2[CH:3]=1.ClCCl.[Cl-].[Al+3].[Cl-].[Cl-].[C:23](Cl)(=[O:27])[CH:24]([CH3:26])[CH3:25]. (4) Given the product [C:8]([CH:7]([CH2:6][C:5]1[CH:14]=[C:15]([O:18][C:19]2[CH:24]=[CH:23][CH:22]=[CH:21][CH:20]=2)[CH:16]=[CH:17][C:4]=1[N+:1]([O-:3])=[O:2])[CH2:10][CH2:11][C:12]([OH:26])=[O:34])#[N:9], predict the reactants needed to synthesize it. The reactants are: [N+:1]([C:4]1[CH:17]=[CH:16][C:15]([O:18][C:19]2[CH:24]=[CH:23][CH:22]=[CH:21][CH:20]=2)=[CH:14][C:5]=1[CH2:6][CH:7]([CH2:10][CH2:11][CH:12]=C)[C:8]#[N:9])([O-:3])=[O:2].I([O-])(=O)(=O)=[O:26].[Na+].ClCCl.[OH2:34].